From a dataset of Forward reaction prediction with 1.9M reactions from USPTO patents (1976-2016). Predict the product of the given reaction. (1) Given the reactants [Br:1][C:2]1[CH:3]=[N:4][C:5]2[N:6]([N:8]=[C:9]([C:11]([OH:13])=O)[CH:10]=2)[CH:7]=1.[N:14]1[CH:19]=[CH:18][C:17]([C:20]2[CH:21]=[C:22]3[C:27](=[CH:28][CH:29]=2)[CH2:26][NH:25][CH2:24][CH2:23]3)=[CH:16][CH:15]=1, predict the reaction product. The product is: [Br:1][C:2]1[CH:3]=[N:4][C:5]2[N:6]([N:8]=[C:9]([C:11]([N:25]3[CH2:24][CH2:23][C:22]4[C:27](=[CH:28][CH:29]=[C:20]([C:17]5[CH:18]=[CH:19][N:14]=[CH:15][CH:16]=5)[CH:21]=4)[CH2:26]3)=[O:13])[CH:10]=2)[CH:7]=1. (2) Given the reactants [Se](=O)=[O:2].[Br:4][C:5]1[CH:14]=[C:13]2[C:8]([CH:9]=[CH:10][C:11]([CH3:15])=[N:12]2)=[CH:7][CH:6]=1, predict the reaction product. The product is: [Br:4][C:5]1[CH:14]=[C:13]2[C:8]([CH:9]=[CH:10][C:11]([CH:15]=[O:2])=[N:12]2)=[CH:7][CH:6]=1. (3) Given the reactants [N+:1]([C:4]1[CH:24]=[CH:23][C:7]([CH2:8][N:9]([CH2:13][C:14]2[CH:19]=[CH:18][C:17]([N+:20]([O-])=O)=[CH:16][CH:15]=2)[C:10](=[O:12])[CH3:11])=[CH:6][CH:5]=1)([O-])=O.[Cl-].[NH4+], predict the reaction product. The product is: [NH2:1][C:4]1[CH:5]=[CH:6][C:7]([CH2:8][N:9]([CH2:13][C:14]2[CH:15]=[CH:16][C:17]([NH2:20])=[CH:18][CH:19]=2)[C:10](=[O:12])[CH3:11])=[CH:23][CH:24]=1. (4) Given the reactants [CH3:1][C:2]1[S:6][CH:5]=[N:4][C:3]=1[CH2:7][OH:8].N1C=CN=C1.[C:14]([Si:18]([CH3:21])([CH3:20])Cl)([CH3:17])([CH3:16])[CH3:15].CCOC(C)=O.C(Cl)Cl, predict the reaction product. The product is: [Si:18]([O:8][CH2:7][C:3]1[N:4]=[CH:5][S:6][C:2]=1[CH3:1])([C:14]([CH3:17])([CH3:16])[CH3:15])([CH3:21])[CH3:20]. (5) Given the reactants [CH3:1][C:2]1[N:6]=[C:5]([CH3:7])[S:4][C:3]=1/[CH:8]=[CH:9]/[C:10](N(C)C)=O.[NH:15]([C:19]1[CH:20]=[C:21]([S:25]([NH:28][CH2:29][CH2:30][OH:31])(=[O:27])=[O:26])[CH:22]=[CH:23][CH:24]=1)[C:16]([NH2:18])=[NH:17].CC#N, predict the reaction product. The product is: [CH3:7][C:5]1[S:4][C:3]([C:8]2[CH:9]=[CH:10][N:18]=[C:16]([NH:15][C:19]3[CH:20]=[C:21]([S:25]([NH:28][CH2:29][CH2:30][OH:31])(=[O:27])=[O:26])[CH:22]=[CH:23][CH:24]=3)[N:17]=2)=[C:2]([CH3:1])[N:6]=1. (6) The product is: [NH2:23][C:20]1[N:21]=[CH:22][C:17]([C:3]2[CH:4]=[CH:5][C:6]([C:25]3[CH:30]=[CH:29][CH:28]=[CH:27][C:26]=3[S:31]([CH2:34][C:35]([N:37]([CH2:40][CH3:41])[CH2:38][CH3:39])=[O:36])(=[O:33])=[O:32])=[CH:7][C:2]=2[F:1])=[CH:18][N:19]=1. Given the reactants [F:1][C:2]1[CH:7]=[C:6](B2OC(C)(C)C(C)(C)O2)[CH:5]=[CH:4][C:3]=1[C:17]1[CH:18]=[N:19][C:20]([NH2:23])=[N:21][CH:22]=1.Br[C:25]1[CH:30]=[CH:29][CH:28]=[CH:27][C:26]=1[S:31]([CH2:34][C:35]([N:37]([CH2:40][CH3:41])[CH2:38][CH3:39])=[O:36])(=[O:33])=[O:32], predict the reaction product. (7) Given the reactants [CH3:1][C:2]1[CH:33]=[CH:32][C:5]([CH2:6][N:7]2[C:15]3[C:10](=[CH:11][C:12]([C:16]4[CH:21]=[CH:20][C:19]([O:22][C:23]([F:26])([F:25])[F:24])=[CH:18][CH:17]=4)=[CH:13][CH:14]=3)[C:9]([C:27](=O)[C:28]([OH:30])=[O:29])=[CH:8]2)=[CH:4][CH:3]=1.O.NN.C[O-].[Na+], predict the reaction product. The product is: [CH3:1][C:2]1[CH:3]=[CH:4][C:5]([CH2:6][N:7]2[C:15]3[C:10](=[CH:11][C:12]([C:16]4[CH:17]=[CH:18][C:19]([O:22][C:23]([F:26])([F:25])[F:24])=[CH:20][CH:21]=4)=[CH:13][CH:14]=3)[C:9]([CH2:27][C:28]([OH:30])=[O:29])=[CH:8]2)=[CH:32][CH:33]=1.